This data is from NCI-60 drug combinations with 297,098 pairs across 59 cell lines. The task is: Regression. Given two drug SMILES strings and cell line genomic features, predict the synergy score measuring deviation from expected non-interaction effect. (1) Drug 1: CCC1(CC2CC(C3=C(CCN(C2)C1)C4=CC=CC=C4N3)(C5=C(C=C6C(=C5)C78CCN9C7C(C=CC9)(C(C(C8N6C)(C(=O)OC)O)OC(=O)C)CC)OC)C(=O)OC)O. Drug 2: C1CC(CCC1OC2=C(C(=CC=C2)Cl)F)(CC3=NC(=CC=C3)NC4=NC=CS4)C(=O)O. Cell line: SW-620. Synergy scores: CSS=53.2, Synergy_ZIP=-0.675, Synergy_Bliss=-1.12, Synergy_Loewe=-6.60, Synergy_HSA=3.29. (2) Drug 1: C1=CC(=CC=C1CCCC(=O)O)N(CCCl)CCCl. Drug 2: COC1=C2C(=CC3=C1OC=C3)C=CC(=O)O2. Cell line: PC-3. Synergy scores: CSS=16.6, Synergy_ZIP=-4.33, Synergy_Bliss=-4.58, Synergy_Loewe=-5.58, Synergy_HSA=-4.41. (3) Drug 1: CC1C(C(CC(O1)OC2CC(CC3=C2C(=C4C(=C3O)C(=O)C5=C(C4=O)C(=CC=C5)OC)O)(C(=O)CO)O)N)O.Cl. Drug 2: CS(=O)(=O)OCCCCOS(=O)(=O)C. Cell line: LOX IMVI. Synergy scores: CSS=13.4, Synergy_ZIP=2.34, Synergy_Bliss=7.01, Synergy_Loewe=7.61, Synergy_HSA=5.03. (4) Drug 2: CN(C(=O)NC(C=O)C(C(C(CO)O)O)O)N=O. Cell line: NCI-H522. Synergy scores: CSS=17.3, Synergy_ZIP=-2.41, Synergy_Bliss=1.81, Synergy_Loewe=-29.1, Synergy_HSA=0.0917. Drug 1: CC1C(C(=O)NC(C(=O)N2CCCC2C(=O)N(CC(=O)N(C(C(=O)O1)C(C)C)C)C)C(C)C)NC(=O)C3=C4C(=C(C=C3)C)OC5=C(C(=O)C(=C(C5=N4)C(=O)NC6C(OC(=O)C(N(C(=O)CN(C(=O)C7CCCN7C(=O)C(NC6=O)C(C)C)C)C)C(C)C)C)N)C. (5) Drug 1: CN(CC1=CN=C2C(=N1)C(=NC(=N2)N)N)C3=CC=C(C=C3)C(=O)NC(CCC(=O)O)C(=O)O. Drug 2: C1CC(C1)(C(=O)O)C(=O)O.[NH2-].[NH2-].[Pt+2]. Cell line: RXF 393. Synergy scores: CSS=17.1, Synergy_ZIP=-7.54, Synergy_Bliss=-7.49, Synergy_Loewe=-17.1, Synergy_HSA=-5.75. (6) Drug 1: C1CC(=O)NC(=O)C1N2CC3=C(C2=O)C=CC=C3N. Drug 2: CC1=C(C(CCC1)(C)C)C=CC(=CC=CC(=CC(=O)O)C)C. Cell line: HCC-2998. Synergy scores: CSS=-5.96, Synergy_ZIP=0.995, Synergy_Bliss=-2.42, Synergy_Loewe=-2.82, Synergy_HSA=-4.16.